From a dataset of Reaction yield outcomes from USPTO patents with 853,638 reactions. Predict the reaction yield, written as a fraction of the theoretical maximum amount of product (1.0 means a 100% yield; for example, 0.34 means a 34% yield). (1) The reactants are [CH3:1][C:2]1[C:6]([C:7]([O:9][CH3:10])=[O:8])=[CH:5][NH:4][N:3]=1.[CH3:11][O:12][C:13]1[CH:14]=[C:15](B(O)O)[CH:16]=[CH:17][CH:18]=1.N1C=CC=CC=1. The catalyst is CN(C)C(=O)C.C([O-])(=O)C.[Cu+2].C([O-])(=O)C. The product is [CH3:11][O:12][C:13]1[CH:18]=[C:17]([N:4]2[CH:5]=[C:6]([C:7]([O:9][CH3:10])=[O:8])[C:2]([CH3:1])=[N:3]2)[CH:16]=[CH:15][CH:14]=1. The yield is 0.480. (2) The product is [Cl:35][C:20]1[C:21]([NH:23][C:24]2[C:33]([F:34])=[CH:32][CH:31]=[CH:30][C:25]=2[C:26]([NH:28][CH3:29])=[O:27])=[N:22][C:17]([NH:1][C:2]2[CH:3]=[CH:4][C:5]3[C:11](=[O:12])[N:10]([CH2:13][CH3:14])[CH2:9][CH2:8][NH:7][C:6]=3[CH:15]=2)=[N:18][CH:19]=1. The reactants are [NH2:1][C:2]1[CH:3]=[CH:4][C:5]2[C:11](=[O:12])[N:10]([CH2:13][CH3:14])[CH2:9][CH2:8][NH:7][C:6]=2[CH:15]=1.Cl[C:17]1[N:22]=[C:21]([NH:23][C:24]2[C:33]([F:34])=[CH:32][CH:31]=[CH:30][C:25]=2[C:26]([NH:28][CH3:29])=[O:27])[C:20]([Cl:35])=[CH:19][N:18]=1.C12(CS(O)(=O)=O)C(C)(C)C(CC1)CC2=O.C(O)(C)C. The yield is 0.130. No catalyst specified. (3) The reactants are [Br:1][C:2]1[CH:3]=[CH:4][C:5]([OH:10])=[C:6]([CH:9]=1)C=O.[OH:11]O. The catalyst is [OH-].[Na+]. The product is [Br:1][C:2]1[CH:9]=[C:6]([OH:11])[C:5]([OH:10])=[CH:4][CH:3]=1. The yield is 0.740.